Dataset: Forward reaction prediction with 1.9M reactions from USPTO patents (1976-2016). Task: Predict the product of the given reaction. (1) Given the reactants [Br:1][C:2]1[CH:3]=[C:4]([C:8]2([CH3:15])[CH2:13][O:12][CH2:11][C:10]([NH2:14])=[N:9]2)[CH:5]=[CH:6][CH:7]=1.ClCCl.[CH3:19][C:20]([O:23][C:24](O[C:24]([O:23][C:20]([CH3:22])([CH3:21])[CH3:19])=[O:25])=[O:25])([CH3:22])[CH3:21].CCN(C(C)C)C(C)C, predict the reaction product. The product is: [C:20]([O:23][C:24](=[O:25])[NH:14][C:10]1[CH2:11][O:12][CH2:13][C:8]([C:4]2[CH:5]=[CH:6][CH:7]=[C:2]([Br:1])[CH:3]=2)([CH3:15])[N:9]=1)([CH3:22])([CH3:21])[CH3:19]. (2) Given the reactants [Br:1][C:2]1[CH:9]=[CH:8][C:7]([O:10][CH3:11])=[CH:6][C:3]=1[CH2:4]Br.[C-:12]#[N:13].[Na+].O.CCOC(C)=O, predict the reaction product. The product is: [Br:1][C:2]1[CH:9]=[CH:8][C:7]([O:10][CH3:11])=[CH:6][C:3]=1[CH2:4][C:12]#[N:13]. (3) Given the reactants Cl.[NH2:2][C@H:3]1[CH2:7][CH2:6][CH2:5][C@@H:4]1[NH:8][C:9](=[O:22])[C:10]1[CH:15]=[C:14]([CH3:16])[CH:13]=[CH:12][C:11]=1[N:17]1[N:21]=[CH:20][CH:19]=[N:18]1.C1C=CC(P(C2C(C3C(P(C4C=CC=CC=4)C4C=CC=CC=4)=CC=C4C=3C=CC=C4)=C3C(C=CC=C3)=CC=2)C2C=CC=CC=2)=CC=1.C(=O)([O-])[O-].[Cs+].[Cs+].Cl[C:76]1[N:81]=[CH:80][C:79]([CH2:82][CH3:83])=[CH:78][N:77]=1, predict the reaction product. The product is: [CH2:82]([C:79]1[CH:78]=[N:77][C:76]([NH:2][C@H:3]2[CH2:7][CH2:6][CH2:5][C@@H:4]2[NH:8][C:9](=[O:22])[C:10]2[CH:15]=[C:14]([CH3:16])[CH:13]=[CH:12][C:11]=2[N:17]2[N:18]=[CH:19][CH:20]=[N:21]2)=[N:81][CH:80]=1)[CH3:83].